From a dataset of Reaction yield outcomes from USPTO patents with 853,638 reactions. Predict the reaction yield, written as a fraction of the theoretical maximum amount of product (1.0 means a 100% yield; for example, 0.34 means a 34% yield). (1) The reactants are [I:1][C:2]1[CH:3]=[CH:4][C:5]([OH:8])=[N:6][CH:7]=1.C(=O)([O-])[O-].[K+].[K+].[CH2:15](Br)[C:16]1[CH:21]=[CH:20][CH:19]=[CH:18][CH:17]=1. The catalyst is CN(C)C=O. The product is [CH2:15]([N:6]1[CH:7]=[C:2]([I:1])[CH:3]=[CH:4][C:5]1=[O:8])[C:16]1[CH:21]=[CH:20][CH:19]=[CH:18][CH:17]=1. The yield is 0.640. (2) The reactants are [NH2:1][CH2:2][CH2:3][O:4][C:5]1[CH:10]=[CH:9][C:8]([C:11]2[N:12]([CH2:24][CH3:25])[C:13]3[C:18]([C:19]=2[C:20]#[N:21])=[CH:17][CH:16]=[C:15]([O:22][CH3:23])[CH:14]=3)=[CH:7][CH:6]=1.CCN(CC)CC.[C:33](Cl)(=[O:35])[CH3:34]. The catalyst is C1COCC1. The product is [C:20]([C:19]1[C:18]2[C:13](=[CH:14][C:15]([O:22][CH3:23])=[CH:16][CH:17]=2)[N:12]([CH2:24][CH3:25])[C:11]=1[C:8]1[CH:9]=[CH:10][C:5]([O:4][CH2:3][CH2:2][NH:1][C:33](=[O:35])[CH3:34])=[CH:6][CH:7]=1)#[N:21]. The yield is 0.970. (3) The reactants are [C:1]([NH:9][C:10]1[CH:15]=[CH:14][NH:13][C:12](=[O:16])[N:11]=1)(=[O:8])[C:2]1[CH:7]=[CH:6][CH:5]=[CH:4][CH:3]=1.[H-].[Na+].Br[CH2:20][C:21]([O:23][CH2:24][CH3:25])=[O:22].CO. The catalyst is CN(C=O)C.C(Cl)Cl. The product is [CH2:24]([O:23][C:21]([CH2:20][N:13]1[CH:14]=[CH:15][C:10]([NH:9][C:1](=[O:8])[C:2]2[CH:7]=[CH:6][CH:5]=[CH:4][CH:3]=2)=[N:11][C:12]1=[O:16])=[O:22])[CH3:25]. The yield is 0.540.